This data is from Forward reaction prediction with 1.9M reactions from USPTO patents (1976-2016). The task is: Predict the product of the given reaction. (1) Given the reactants [Br:1][C:2]1[C:3]([N:8](C(=O)C)[NH2:9])=[N:4][CH:5]=[CH:6][CH:7]=1.[C:13](O)(=O)[CH3:14], predict the reaction product. The product is: [Br:1][C:2]1[C:3]2[N:4]([C:13]([CH3:14])=[N:9][N:8]=2)[CH:5]=[CH:6][CH:7]=1. (2) Given the reactants [CH3:1][O:2][C:3]([C:5]1[CH:14]=[C:13]2[C:8]([CH:9]=[CH:10][NH:11][C:12]2=[O:15])=[CH:7][CH:6]=1)=[O:4].[C:16]([O:20][C:21](=[O:30])[C:22]1[CH:27]=[CH:26][C:25]([CH2:28]Br)=[CH:24][CH:23]=1)([CH3:19])([CH3:18])[CH3:17], predict the reaction product. The product is: [CH3:1][O:2][C:3]([C:5]1[CH:14]=[C:13]2[C:8]([CH:9]=[CH:10][N:11]([CH2:28][C:25]3[CH:24]=[CH:23][C:22]([C:21]([O:20][C:16]([CH3:19])([CH3:18])[CH3:17])=[O:30])=[CH:27][CH:26]=3)[C:12]2=[O:15])=[CH:7][CH:6]=1)=[O:4]. (3) The product is: [CH2:12]([O:1][C:2]1[CH:3]=[C:4]([CH:7]=[C:8]([OH:11])[C:9]=1[OH:10])[CH:5]=[O:6])[CH3:13]. Given the reactants [OH:1][C:2]1[CH:3]=[C:4]([CH:7]=[C:8]([OH:11])[C:9]=1[OH:10])[CH:5]=[O:6].[CH2:12](I)[CH3:13].C([O-])([O-])=O.[K+].[K+], predict the reaction product. (4) Given the reactants [C:1]([O:5][C:6]([N:8]1[CH2:13][CH2:12][CH:11]([CH2:14][CH2:15][C:16]([O:18][CH2:19][CH3:20])=[O:17])[CH2:10][CH2:9]1)=[O:7])([CH3:4])([CH3:3])[CH3:2].[Li+].C[Si]([N-][Si](C)(C)C)(C)C.C[Si](Cl)(C)C.[Br:36]Br, predict the reaction product. The product is: [C:1]([O:5][C:6]([N:8]1[CH2:13][CH2:12][CH:11]([CH2:14][CH:15]([Br:36])[C:16]([O:18][CH2:19][CH3:20])=[O:17])[CH2:10][CH2:9]1)=[O:7])([CH3:4])([CH3:3])[CH3:2]. (5) Given the reactants CC1CCCC(=[O:8])C1(C)C.[C:11]([O:16][CH2:17]C)(=[O:15])[CH:12]([CH3:14])O.[C:19]([O:22][CH:23]1CCC[CH2:25][CH2:24]1)(=[O:21])[CH3:20].N(CCO)CCO.COC1C=CC(OC)=CC=1, predict the reaction product. The product is: [C:23]([O:22][CH3:19])(=[O:8])[CH2:24][CH2:25][CH2:14][CH2:12][C:11]([O:16][CH3:17])=[O:15].[C:19]([O:22][CH3:23])(=[O:21])[CH2:20][CH2:14][CH2:12][C:11]([O:16][CH3:17])=[O:15].[C:11]([O:16][CH3:17])(=[O:15])[CH2:12][CH2:14][C:19]([O:22][CH3:23])=[O:21]. (6) The product is: [F:35][CH2:34][O:1][C:2]1[CH:3]=[C:4]([N:8]2[CH:13]=[CH:12][C:11](=[O:14])[C:10]([C:15]3[N:16]([C:20]4[C:29]5[C:24](=[CH:25][CH:26]=[CH:27][CH:28]=5)[CH:23]=[CH:22][CH:21]=4)[N:17]=[CH:18][CH:19]=3)=[N:9]2)[CH:5]=[CH:6][CH:7]=1. Given the reactants [OH:1][C:2]1[CH:3]=[C:4]([N:8]2[CH:13]=[CH:12][C:11](=[O:14])[C:10]([C:15]3[N:16]([C:20]4[C:29]5[C:24](=[CH:25][CH:26]=[CH:27][CH:28]=5)[CH:23]=[CH:22][CH:21]=4)[N:17]=[CH:18][CH:19]=3)=[N:9]2)[CH:5]=[CH:6][CH:7]=1.S(C1C=CC(C)=CC=1)(O[CH2:34][F:35])(=O)=O, predict the reaction product. (7) Given the reactants [N:1]1[C:6]2[NH:7][CH:8]=[CH:9][C:5]=2[C:4](O)=[CH:3][N:2]=1.P(Br)(Br)[Br:12].C([O-])(O)=O.[Na+], predict the reaction product. The product is: [Br:12][C:4]1[C:5]2[CH:9]=[CH:8][NH:7][C:6]=2[N:1]=[N:2][CH:3]=1.